From a dataset of Catalyst prediction with 721,799 reactions and 888 catalyst types from USPTO. Predict which catalyst facilitates the given reaction. (1) Reactant: [CH2:1]([O:8][C:9]([NH:11][CH2:12][CH2:13][C:14]1[CH:22]=[CH:21][C:17]([C:18]([OH:20])=[O:19])=[CH:16][CH:15]=1)=[O:10])[C:2]1[CH:7]=[CH:6][CH:5]=[CH:4][CH:3]=1.[C:23](OC(O[C:23]([CH3:26])([CH3:25])[CH3:24])N(C)C)([CH3:26])([CH3:25])[CH3:24]. Product: [CH2:1]([O:8][C:9]([NH:11][CH2:12][CH2:13][C:14]1[CH:15]=[CH:16][C:17]([C:18]([O:20][C:23]([CH3:26])([CH3:25])[CH3:24])=[O:19])=[CH:21][CH:22]=1)=[O:10])[C:2]1[CH:3]=[CH:4][CH:5]=[CH:6][CH:7]=1. The catalyst class is: 11. (2) Product: [Br:1][C:2]1[S:6][C:5]([N+:7]([O-:9])=[O:8])=[C:4]([C:10]([NH2:11])=[O:21])[CH:3]=1. The catalyst class is: 11. Reactant: [Br:1][C:2]1[S:6][C:5]([N+:7]([O-:9])=[O:8])=[C:4]([CH:10]=[N:11]O)[CH:3]=1.O.C1(C)C=CC(S(O)(=O)=[O:21])=CC=1.CCN(CCOC1C=CC(CC2C=CC=CC=2)=CC=1)CC.Cl. (3) Reactant: [OH-].[Na+].[OH:3][CH2:4][C:5]#[N:6].[C:7](Cl)(=[O:14])[C:8]1[CH:13]=[CH:12][CH:11]=[CH:10][CH:9]=1. Product: [C:7]([O:3][CH2:4][C:5]#[N:6])(=[O:14])[C:8]1[CH:13]=[CH:12][CH:11]=[CH:10][CH:9]=1. The catalyst class is: 13. (4) Reactant: [C:1]([C:5]1[CH:9]=[C:8]([CH2:10][NH2:11])[N:7]([C:12]2[CH:17]=[CH:16][CH:15]=[C:14]([Cl:18])[CH:13]=2)[N:6]=1)([CH3:4])([CH3:3])[CH3:2].C(=O)([O-])[O-].[K+].[K+].Cl[C:26]([O:28][C:29]1[CH:34]=[CH:33][CH:32]=[CH:31][CH:30]=1)=[O:27].C(OCC)(=O)C.CCCCCC. Product: [C:29]1([O:28][C:26](=[O:27])[NH:11][CH2:10][C:8]2[N:7]([C:12]3[CH:17]=[CH:16][CH:15]=[C:14]([Cl:18])[CH:13]=3)[N:6]=[C:5]([C:1]([CH3:4])([CH3:2])[CH3:3])[CH:9]=2)[CH:34]=[CH:33][CH:32]=[CH:31][CH:30]=1. The catalyst class is: 3. (5) Reactant: Cl.N1C=[CH:6][CH:5]=[CH:4][CH:3]=1.C(OC)(OC)(OC)CCC.[NH2:18][C:19]1[C:20]2[N:21]([N:36]=[N:37][N:38]=2)[C:22]([CH3:35])=[C:23]([CH3:34])[C:24]=1[NH:25][CH2:26][CH2:27][CH2:28][C:29]([O:31][CH2:32][CH3:33])=[O:30]. Product: [CH3:35][C:22]1[N:21]2[N:36]=[N:37][N:38]=[C:20]2[C:19]2[N:18]=[C:3]([CH2:4][CH2:5][CH3:6])[N:25]([CH2:26][CH2:27][CH2:28][C:29]([O:31][CH2:32][CH3:33])=[O:30])[C:24]=2[C:23]=1[CH3:34]. The catalyst class is: 11. (6) Reactant: [C:1]([C:3]1[CH:4]=[C:5]([CH:7]=[CH:8][CH:9]=1)[NH2:6])#[N:2]. Product: [NH2:6][C:5]1[CH:4]=[C:3]([CH:9]=[CH:8][CH:7]=1)[CH2:1][NH2:2]. The catalyst class is: 19. (7) Reactant: [NH:1]1[CH2:6][CH2:5][CH2:4][CH2:3][CH2:2]1.C([O-])([O-])=O.[K+].[K+].Cl[CH2:14][C:15]([NH:17][CH3:18])=[O:16].C[N:20](C=O)C. Product: [NH2:20][CH:4]1[CH2:5][CH2:6][N:1]([CH2:14][C:15]([NH:17][CH3:18])=[O:16])[CH2:2][CH2:3]1. The catalyst class is: 25.